From a dataset of Forward reaction prediction with 1.9M reactions from USPTO patents (1976-2016). Predict the product of the given reaction. Given the reactants [Cl:1][C:2]1[S:6][C:5]([C:7]([NH:9][CH2:10][C@H:11]2[C@H:19]3[N:14]([C:15]4[CH:23]=[CH:22][C:21](B5OC(C)(C)C(C)(C)O5)=[CH:20][C:16]=4[O:17][CH2:18]3)[C:13](=[O:33])[O:12]2)=[O:8])=[CH:4][CH:3]=1.[CH3:34][S:35]([C:38]1[CH:43]=[CH:42][CH:41]=[CH:40][C:39]=1Br)(=[O:37])=[O:36].C(=O)([O-])[O-].[Cs+].[Cs+], predict the reaction product. The product is: [Cl:1][C:2]1[S:6][C:5]([C:7]([NH:9][CH2:10][C@H:11]2[C@H:19]3[N:14]([C:15]4[CH:23]=[CH:22][C:21]([C:39]5[CH:40]=[CH:41][CH:42]=[CH:43][C:38]=5[S:35]([CH3:34])(=[O:37])=[O:36])=[CH:20][C:16]=4[O:17][CH2:18]3)[C:13](=[O:33])[O:12]2)=[O:8])=[CH:4][CH:3]=1.